This data is from Reaction yield outcomes from USPTO patents with 853,638 reactions. The task is: Predict the reaction yield, written as a fraction of the theoretical maximum amount of product (1.0 means a 100% yield; for example, 0.34 means a 34% yield). The reactants are I[C:2]1[CH:7]=[CH:6][N:5]=[C:4]2[NH:8][N:9]=[CH:10][C:3]=12.[Br:11][C:12]1[CH:13]=[C:14]([C:27]([CH3:31])([CH3:30])[C:28]#[N:29])[CH:15]=[C:16](B2OC(C)(C)C(C)(C)O2)[CH:17]=1.C(=O)([O-])[O-].[Na+].[Na+]. The catalyst is COCCOC.C1C=CC([P]([Pd]([P](C2C=CC=CC=2)(C2C=CC=CC=2)C2C=CC=CC=2)([P](C2C=CC=CC=2)(C2C=CC=CC=2)C2C=CC=CC=2)[P](C2C=CC=CC=2)(C2C=CC=CC=2)C2C=CC=CC=2)(C2C=CC=CC=2)C2C=CC=CC=2)=CC=1. The product is [Br:11][C:12]1[CH:13]=[C:14]([C:27]([CH3:31])([CH3:30])[C:28]#[N:29])[CH:15]=[C:16]([C:2]2[CH:7]=[CH:6][N:5]=[C:4]3[NH:8][N:9]=[CH:10][C:3]=23)[CH:17]=1. The yield is 0.770.